Task: Predict the reactants needed to synthesize the given product.. Dataset: Full USPTO retrosynthesis dataset with 1.9M reactions from patents (1976-2016) (1) Given the product [C:1]([C:5]1[CH:22]=[CH:21][C:8]([C:9]([NH:11][C:12]2[CH:16]=[CH:15][S:14][C:13]=2[C:17]([OH:19])=[O:18])=[O:10])=[CH:7][CH:6]=1)([CH3:4])([CH3:2])[CH3:3], predict the reactants needed to synthesize it. The reactants are: [C:1]([C:5]1[CH:22]=[CH:21][C:8]([C:9]([NH:11][C:12]2[CH:16]=[CH:15][S:14][C:13]=2[C:17]([O:19]C)=[O:18])=[O:10])=[CH:7][CH:6]=1)([CH3:4])([CH3:3])[CH3:2].O1CCOCC1.[OH-].[Na+].Cl. (2) Given the product [Br-:1].[CH2:6]([P+:8]([CH2:11][CH3:12])([CH2:9][CH3:10])[CH2:2][CH2:3][O:4][CH3:5])[CH3:7], predict the reactants needed to synthesize it. The reactants are: [Br:1][CH2:2][CH2:3][O:4][CH3:5].[CH2:6]([P:8]([CH2:11][CH3:12])[CH2:9][CH3:10])[CH3:7].CCCCCC. (3) The reactants are: [NH2:1][CH2:2][C:3]([CH3:10])([CH3:9])[C:4]([O:6][CH2:7][CH3:8])=[O:5].[CH2:11]([N:18]=[C:19]=[O:20])[C:12]1[CH:17]=[CH:16][CH:15]=[CH:14][CH:13]=1. Given the product [CH2:11]([NH:18][C:19](=[O:20])[NH:1][CH2:2][C:3]([CH3:10])([CH3:9])[C:4]([O:6][CH2:7][CH3:8])=[O:5])[C:12]1[CH:17]=[CH:16][CH:15]=[CH:14][CH:13]=1, predict the reactants needed to synthesize it. (4) Given the product [Cl:1][C:2]1[CH:30]=[CH:29][CH:28]=[CH:27][C:3]=1[CH2:4][C:5]1[CH:6]=[C:7]([NH:16][C:17]2[CH:22]=[CH:21][C:20]([CH:23]=[O:24])=[CH:19][C:18]=2[O:25][CH3:26])[C:8]2[C:9](=[O:15])[NH:10][N:11]=[CH:12][C:13]=2[N:14]=1, predict the reactants needed to synthesize it. The reactants are: [Cl:1][C:2]1[CH:30]=[CH:29][CH:28]=[CH:27][C:3]=1[CH2:4][C:5]1[CH:6]=[C:7]([NH:16][C:17]2[CH:22]=[CH:21][C:20]([CH2:23][OH:24])=[CH:19][C:18]=2[O:25][CH3:26])[C:8]2[C:9](=[O:15])[NH:10][N:11]=[CH:12][C:13]=2[N:14]=1.CC(OI1(OC(C)=O)(OC(C)=O)OC(=O)C2C=CC=CC1=2)=O. (5) Given the product [C:15]([O:19][C:20]([NH:21][C@H:22]([C:26]1[CH:31]=[C:30]([F:32])[C:29]([F:33])=[C:28]([F:34])[CH:27]=1)[C@H:23]([O:25][C:43](=[O:44])[C:42]1[CH:41]=[CH:40][C:39]([N+:36]([O-:38])=[O:37])=[CH:47][CH:46]=1)[CH3:24])=[O:35])([CH3:16])([CH3:17])[CH3:18], predict the reactants needed to synthesize it. The reactants are: N(C(OC(C)C)=O)=NC(OC(C)C)=O.[C:15]([O:19][C:20](=[O:35])[NH:21][C@H:22]([C:26]1[CH:31]=[C:30]([F:32])[C:29]([F:33])=[C:28]([F:34])[CH:27]=1)[C@@H:23]([OH:25])[CH3:24])([CH3:18])([CH3:17])[CH3:16].[N+:36]([C:39]1[CH:47]=[CH:46][C:42]([C:43](O)=[O:44])=[CH:41][CH:40]=1)([O-:38])=[O:37].C1(P(C2C=CC=CC=2)C2C=CC=CC=2)C=CC=CC=1. (6) Given the product [F:1][C:2]1[C:3]([NH:10][C:11]2[C:16]([C:17]3[N:25]=[CH:24][N:23]=[C:22]4[C:18]=3[N:19]=[CH:20][N:21]4[CH:26]3[CH2:31][CH2:30][CH2:29][CH2:28][O:27]3)=[CH:15][CH:14]=[CH:13][N:12]=2)=[C:4]([F:9])[CH:5]=[CH:6][C:7]=1[NH:8][S:37]([C:33]1[O:32][CH:36]=[CH:35][CH:34]=1)(=[O:39])=[O:38], predict the reactants needed to synthesize it. The reactants are: [F:1][C:2]1[C:7]([NH2:8])=[CH:6][CH:5]=[C:4]([F:9])[C:3]=1[NH:10][C:11]1[C:16]([C:17]2[N:25]=[CH:24][N:23]=[C:22]3[C:18]=2[N:19]=[CH:20][N:21]3[CH:26]2[CH2:31][CH2:30][CH2:29][CH2:28][O:27]2)=[CH:15][CH:14]=[CH:13][N:12]=1.[O:32]1[CH:36]=[CH:35][CH:34]=[C:33]1[S:37](Cl)(=[O:39])=[O:38].N1C=CC=CC=1.